This data is from Peptide-MHC class II binding affinity with 134,281 pairs from IEDB. The task is: Regression. Given a peptide amino acid sequence and an MHC pseudo amino acid sequence, predict their binding affinity value. This is MHC class II binding data. (1) The peptide sequence is MCHATLTYRMLEPTR. The MHC is DRB1_1301 with pseudo-sequence DRB1_1301. The binding affinity (normalized) is 0.619. (2) The peptide sequence is MDLADLFNAQPGLTS. The MHC is H-2-IAb with pseudo-sequence H-2-IAb. The binding affinity (normalized) is 0.199. (3) The peptide sequence is MVGTILEMLGHRLDD. The MHC is HLA-DPA10201-DPB10101 with pseudo-sequence HLA-DPA10201-DPB10101. The binding affinity (normalized) is 0.397. (4) The peptide sequence is AREKNPRLCTKEEFI. The MHC is HLA-DQA10501-DQB10303 with pseudo-sequence HLA-DQA10501-DQB10303. The binding affinity (normalized) is 0. (5) The binding affinity (normalized) is 0.318. The MHC is DRB1_0101 with pseudo-sequence DRB1_0101. The peptide sequence is KVLIELEPPFGDSYIVV.